From a dataset of Full USPTO retrosynthesis dataset with 1.9M reactions from patents (1976-2016). Predict the reactants needed to synthesize the given product. (1) The reactants are: C([N:4]([S:26]([CH3:29])(=[O:28])=[O:27])[N:5]1[C:14](=[O:15])[C:13]2[C:8](=[CH:9][C:10]([C:21]([F:24])([F:23])[F:22])=[C:11]([CH2:16][NH:17][C:18](=[O:20])[CH3:19])[CH:12]=2)[NH:7][C:6]1=[O:25])(=O)C. Given the product [CH3:29][S:26]([NH:4][N:5]1[C:14](=[O:15])[C:13]2[C:8](=[CH:9][C:10]([C:21]([F:22])([F:24])[F:23])=[C:11]([CH2:16][NH:17][C:18](=[O:20])[CH3:19])[CH:12]=2)[NH:7][C:6]1=[O:25])(=[O:28])=[O:27], predict the reactants needed to synthesize it. (2) Given the product [F:1][C:2]1[C:10]([O:11][C:12]2[C:21]3[C:16](=[CH:17][C:18]([OH:24])=[C:19]([O:22][CH3:23])[CH:20]=3)[N:15]=[CH:14][N:13]=2)=[CH:9][CH:8]=[C:7]2[C:3]=1[CH:4]=[C:5]([CH3:32])[NH:6]2, predict the reactants needed to synthesize it. The reactants are: [F:1][C:2]1[C:10]([O:11][C:12]2[C:21]3[C:16](=[CH:17][C:18]([O:24]CC4C=CC=CC=4)=[C:19]([O:22][CH3:23])[CH:20]=3)[N:15]=[CH:14][N:13]=2)=[CH:9][CH:8]=[C:7]2[C:3]=1[CH:4]=[C:5]([CH3:32])[NH:6]2.C([O-])=O.[NH4+]. (3) Given the product [NH:22]1[C:23]2[C:28](=[CH:27][CH:26]=[CH:25][CH:24]=2)[C:20](/[CH:19]=[CH:18]/[C:13]2[CH:14]=[CH:15][CH:16]=[CH:17][C:12]=2[NH:11][C:8]2[S:9][CH:10]=[C:6]([CH2:4][OH:3])[N:7]=2)=[N:21]1, predict the reactants needed to synthesize it. The reactants are: C([O:3][C:4]([C:6]1[N:7]=[C:8]([NH:11][C:12]2[CH:17]=[CH:16][CH:15]=[CH:14][C:13]=2/[CH:18]=[CH:19]/[C:20]2[C:28]3[C:23](=[CH:24][CH:25]=[CH:26][CH:27]=3)[NH:22][N:21]=2)[S:9][CH:10]=1)=O)C.C(Cl)Cl.[H-].C([Al+]CC(C)C)C(C)C.[C@H](O)(C([O-])=O)[C@@H](O)C([O-])=O.[Na+].[K+].